This data is from Catalyst prediction with 721,799 reactions and 888 catalyst types from USPTO. The task is: Predict which catalyst facilitates the given reaction. (1) Reactant: [C:1]([C:5]1[N:10]=[C:9]([N:11]2[CH2:16][CH2:15][N:14]([CH2:17][C@@H:18]([CH3:24])[CH2:19][O:20]C(=O)C)[CH2:13][CH2:12]2)[CH:8]=[C:7]([CH:25]2[CH2:28][CH2:27][CH2:26]2)[N:6]=1)([CH3:4])([CH3:3])[CH3:2].[OH-].[Na+].ClCCl. Product: [C:1]([C:5]1[N:10]=[C:9]([N:11]2[CH2:12][CH2:13][N:14]([CH2:17][C@@H:18]([CH3:24])[CH2:19][OH:20])[CH2:15][CH2:16]2)[CH:8]=[C:7]([CH:25]2[CH2:28][CH2:27][CH2:26]2)[N:6]=1)([CH3:2])([CH3:3])[CH3:4]. The catalyst class is: 40. (2) Reactant: Cl.[Cl:2][C:3]1[CH:4]=[C:5]2[C:10](=[CH:11][CH:12]=1)[CH:9]=[C:8]([S:13]([N:16]1[CH2:21][CH2:20][N:19]([C:22]([C:24]3[S:25][C:26]4[CH2:27][NH:28][CH2:29][CH2:30][C:31]=4[N:32]=3)=[O:23])[CH2:18][CH2:17]1)(=[O:15])=[O:14])[CH:7]=[CH:6]2.C(N(CC)CC)C.Br[CH2:41][C:42]([O:44][C:45]([CH3:48])([CH3:47])[CH3:46])=[O:43].C(OCC)(=O)C. Product: [Cl:2][C:3]1[CH:4]=[C:5]2[C:10](=[CH:11][CH:12]=1)[CH:9]=[C:8]([S:13]([N:16]1[CH2:17][CH2:18][N:19]([C:22]([C:24]3[S:25][C:26]4[CH2:27][NH:28][CH:29]([CH2:41][C:42]([O:44][C:45]([CH3:48])([CH3:47])[CH3:46])=[O:43])[CH2:30][C:31]=4[N:32]=3)=[O:23])[CH2:20][CH2:21]1)(=[O:14])=[O:15])[CH:7]=[CH:6]2. The catalyst class is: 9.